From a dataset of Experimentally validated miRNA-target interactions with 360,000+ pairs, plus equal number of negative samples. Binary Classification. Given a miRNA mature sequence and a target amino acid sequence, predict their likelihood of interaction. The miRNA is mmu-miR-425-5p with sequence AAUGACACGAUCACUCCCGUUGA. The protein sequence of the target gene is MKFRAKIVDLACLNHFTRVSNMIAKLAKTCTLRISPEKLNFILCDKLASGGVSMWCELEQENFFSEFQMEGVSEENNEIYLELTSENLSRALKTAQNSRALKIKLTNKHFPCLTVSVELVSSSSSSRIVVHDIPIKVLPRRLWKDLQEPSIPDCDVSICLPALKMMKSVVEKMRNISNQLVIEANLKGELNLKIETELVCVTTHFKDLENPLLPSDSVSQNRHPEDMAKVHIDIKKLLQFLAGQQVTPTKAVCNIVNNRTVHFDLLLEDVSLQYFIPALS. Result: 0 (no interaction).